From a dataset of Peptide-MHC class I binding affinity with 185,985 pairs from IEDB/IMGT. Regression. Given a peptide amino acid sequence and an MHC pseudo amino acid sequence, predict their binding affinity value. This is MHC class I binding data. The peptide sequence is AMIDRLHQT. The MHC is HLA-A03:01 with pseudo-sequence HLA-A03:01. The binding affinity (normalized) is 0.0847.